From a dataset of Reaction yield outcomes from USPTO patents with 853,638 reactions. Predict the reaction yield, written as a fraction of the theoretical maximum amount of product (1.0 means a 100% yield; for example, 0.34 means a 34% yield). The reactants are [NH2:1][C@H:2]([C:5]1[N:14]([CH:15]2[CH2:17][CH2:16]2)[C:13](=[O:18])[C:12]2[C:7](=[CH:8][CH:9]=[CH:10][C:11]=2[Cl:19])[N:6]=1)[CH2:3][CH3:4].[NH2:20][C:21]1[C:26]([C:27]2[N:31]=[C:30]([C:32]([NH2:34])=[O:33])[N:29]([CH3:35])[N:28]=2)=[C:25](Cl)[N:24]=[CH:23][N:22]=1.CCN(C(C)C)C(C)C. The catalyst is CCCCO. The product is [NH2:20][C:21]1[C:26]([C:27]2[N:31]=[C:30]([C:32]([NH2:34])=[O:33])[N:29]([CH3:35])[N:28]=2)=[C:25]([NH:1][C@H:2]([C:5]2[N:14]([CH:15]3[CH2:16][CH2:17]3)[C:13](=[O:18])[C:12]3[C:7](=[CH:8][CH:9]=[CH:10][C:11]=3[Cl:19])[N:6]=2)[CH2:3][CH3:4])[N:24]=[CH:23][N:22]=1. The yield is 0.180.